This data is from Full USPTO retrosynthesis dataset with 1.9M reactions from patents (1976-2016). The task is: Predict the reactants needed to synthesize the given product. (1) The reactants are: Cl.C[O:3][C:4]1[CH:15]=[CH:14][C:13]2[CH2:12][CH:11]3[CH2:16][CH:7]([CH2:8][NH:9][CH2:10]3)[C:6]=2[CH:5]=1.Br.[OH-].[Na+]. Given the product [CH:7]12[CH2:16][CH:11]([CH2:10][NH:9][CH2:8]1)[CH2:12][C:13]1[CH:14]=[CH:15][C:4]([OH:3])=[CH:5][C:6]2=1, predict the reactants needed to synthesize it. (2) Given the product [Cl:9][C:10]1[CH:15]=[C:14]([NH:16][C:17]2[C:26]3[C:21](=[CH:22][CH:23]=[CH:24][C:25]=3[O:27][CH2:28][C@@H:29]3[CH2:33][CH2:32][CH2:31][N:30]3[C:34](=[O:39])[CH2:35][N:36]([CH3:37])[CH3:38])[N:20]=[CH:19][N:18]=2)[CH:13]=[CH:12][C:11]=1[O:8][CH2:7][C:2]1[CH:3]=[N:4][CH:5]=[CH:6][N:1]=1, predict the reactants needed to synthesize it. The reactants are: [N:1]1[CH:6]=[CH:5][N:4]=[CH:3][C:2]=1[CH2:7][OH:8].[Cl:9][C:10]1[CH:15]=[C:14]([NH:16][C:17]2[C:26]3[C:21](=[CH:22][CH:23]=[CH:24][C:25]=3[O:27][CH2:28][C@@H:29]3[CH2:33][CH2:32][CH2:31][N:30]3[C:34](=[O:39])[CH2:35][N:36]([CH3:38])[CH3:37])[N:20]=[CH:19][N:18]=2)[CH:13]=[CH:12][C:11]=1O. (3) Given the product [CH:5]1[CH:6]=[CH:7][C:2]([OH:1])=[C:3]([C:8]2[N:12]=[C:11]([C:13]3[CH:18]=[CH:17][CH:16]=[CH:15][C:14]=3[OH:19])[N:10]([C:20]3[CH:28]=[CH:27][C:23]([C:24]([OH:26])=[O:25])=[CH:22][CH:21]=3)[N:9]=2)[CH:4]=1.[Zn:32], predict the reactants needed to synthesize it. The reactants are: [OH:1][C:2]1[CH:7]=[CH:6][CH:5]=[CH:4][C:3]=1[C:8]1[N:12]=[C:11]([C:13]2[CH:18]=[CH:17][CH:16]=[CH:15][C:14]=2[OH:19])[N:10]([C:20]2[CH:28]=[CH:27][C:23]([C:24]([OH:26])=[O:25])=[CH:22][CH:21]=2)[N:9]=1.[OH-].[Na+].[Cl-].[Zn+2:32].[Cl-]. (4) Given the product [CH2:11]([NH:10][CH:8]([C:5]1[CH:6]=[CH:7][C:2]([CH3:1])=[CH:3][CH:4]=1)[CH3:9])[C:12]1[CH:17]=[CH:16][CH:15]=[CH:14][CH:13]=1, predict the reactants needed to synthesize it. The reactants are: [CH3:1][C:2]1[CH:7]=[CH:6][C:5]([CH:8]([NH2:10])[CH3:9])=[CH:4][CH:3]=1.[CH:11](=O)[C:12]1[CH:17]=[CH:16][CH:15]=[CH:14][CH:13]=1.[H][H]. (5) Given the product [CH3:1][O:2][C:3]1[CH:10]=[C:9]([O:11][CH3:12])[C:8]([C:13]2[S:14][CH:15]=[CH:16][CH:17]=2)=[CH:7][C:4]=1/[CH:5]=[CH:19]/[C:18]([C:21]1[CH:29]=[CH:28][C:24]([C:25]([OH:27])=[O:26])=[CH:23][CH:22]=1)=[O:20], predict the reactants needed to synthesize it. The reactants are: [CH3:1][O:2][C:3]1[CH:10]=[C:9]([O:11][CH3:12])[C:8]([C:13]2[S:14][CH:15]=[CH:16][CH:17]=2)=[CH:7][C:4]=1[CH:5]=O.[C:18]([C:21]1[CH:29]=[CH:28][C:24]([C:25]([OH:27])=[O:26])=[CH:23][CH:22]=1)(=[O:20])[CH3:19].O(C)[Li].C(OC(C)=O)(C)C.Cl. (6) Given the product [F:1][C:2]1[CH:3]=[CH:4][CH:5]=[C:6]2[C:11]=1[O:10][CH2:9][CH2:8][C:7]2=[C:12]([OH:26])[CH3:13], predict the reactants needed to synthesize it. The reactants are: [F:1][C:2]1[CH:3]=[CH:4][CH:5]=[C:6]2[C:11]=1[O:10][CH2:9][CH2:8][C:7]2=[CH:12][C:13](OCC)=O.[H-].[Al+3].[Li+].[H-].[H-].[H-].C(OCC)(=[O:26])C.O. (7) Given the product [CH3:1][S:2][C:3]1[CH:12]=[CH:11][C:6]([C:7]([O:9][CH3:10])=[O:8])=[C:5]([O:13][C@H:14]2[CH2:19][CH2:18][C@@H:17]([N:20]([C:21]([O:23][C:24]([CH3:27])([CH3:26])[CH3:25])=[O:22])[CH3:28])[CH2:16][CH2:15]2)[CH:4]=1, predict the reactants needed to synthesize it. The reactants are: [CH3:1][S:2][C:3]1[CH:12]=[CH:11][C:6]([C:7]([O:9][CH3:10])=[O:8])=[C:5]([O:13][C@H:14]2[CH2:19][CH2:18][C@@H:17]([NH:20][C:21]([O:23][C:24]([CH3:27])([CH3:26])[CH3:25])=[O:22])[CH2:16][CH2:15]2)[CH:4]=1.[CH3:28][Si](C)(C)[N-][Si](C)(C)C.[Li+].CI. (8) Given the product [CH2:1]([N:3]([CH2:6][C:7]1[S:11][C:10]([C:12]2[O:16][N:15]=[C:14]([C:17]3[CH:18]=[CH:19][C:20]([CH2:23][O:24][S:36]([CH3:35])(=[O:38])=[O:37])=[CH:21][CH:22]=3)[N:13]=2)=[CH:9][C:8]=1[CH3:25])[CH2:4][CH3:5])[CH3:2], predict the reactants needed to synthesize it. The reactants are: [CH2:1]([N:3]([CH2:6][C:7]1[S:11][C:10]([C:12]2[O:16][N:15]=[C:14]([C:17]3[CH:22]=[CH:21][C:20]([CH2:23][OH:24])=[CH:19][CH:18]=3)[N:13]=2)=[CH:9][C:8]=1[CH3:25])[CH2:4][CH3:5])[CH3:2].CCN(C(C)C)C(C)C.[CH3:35][S:36](Cl)(=[O:38])=[O:37]. (9) Given the product [Cl:1][C:2]1[CH:7]=[CH:6][C:5]([C:8]2[CH:9]=[C:10]3[C:15](=[N:16][C:17]=2[C:18]2[CH:23]=[CH:22][C:21]([Cl:24])=[CH:20][C:19]=2[Cl:25])[N:14]([CH2:26][CH:27]([CH3:28])[CH3:29])[C:13](=[O:30])[C:12]([CH3:31])=[C:11]3[N:32]([CH3:37])[C:33](=[O:35])[CH3:34])=[CH:4][CH:3]=1, predict the reactants needed to synthesize it. The reactants are: [Cl:1][C:2]1[CH:7]=[CH:6][C:5]([C:8]2[CH:9]=[C:10]3[C:15](=[N:16][C:17]=2[C:18]2[CH:23]=[CH:22][C:21]([Cl:24])=[CH:20][C:19]=2[Cl:25])[N:14]([CH2:26][CH:27]([CH3:29])[CH3:28])[C:13](=[O:30])[C:12]([CH3:31])=[C:11]3[NH:32][C:33](=[O:35])[CH3:34])=[CH:4][CH:3]=1.I[CH3:37]. (10) Given the product [C:1]([O:5][C:6]([NH:8][NH:9][CH:10]([CH2:15][CH3:16])[C:11]([CH3:14])([CH3:13])[CH3:12])=[O:7])([CH3:4])([CH3:3])[CH3:2], predict the reactants needed to synthesize it. The reactants are: [C:1]([O:5][C:6]([NH:8][N:9]=[C:10]([CH2:15][CH3:16])[C:11]([CH3:14])([CH3:13])[CH3:12])=[O:7])([CH3:4])([CH3:3])[CH3:2].